This data is from Forward reaction prediction with 1.9M reactions from USPTO patents (1976-2016). The task is: Predict the product of the given reaction. Given the reactants [CH:1]1([CH2:7][CH:8]=[O:9])[CH2:6][CH2:5][CH2:4][CH2:3][CH2:2]1.C[Si]([C:14]#[N:15])(C)C, predict the reaction product. The product is: [CH:1]1([CH2:7][CH:8]([OH:9])[C:14]#[N:15])[CH2:6][CH2:5][CH2:4][CH2:3][CH2:2]1.